This data is from Reaction yield outcomes from USPTO patents with 853,638 reactions. The task is: Predict the reaction yield, written as a fraction of the theoretical maximum amount of product (1.0 means a 100% yield; for example, 0.34 means a 34% yield). (1) The reactants are Br[C:2]1[CH:9]=[C:8]([O:10][CH3:11])[CH:7]=[C:6]([O:12][CH3:13])[C:3]=1[CH:4]=[O:5].[CH2:14]([O:21][C:22]1[C:27]([CH3:28])=[CH:26][C:25]([C:29]#[CH:30])=[CH:24][C:23]=1[CH3:31])[C:15]1[CH:20]=[CH:19][CH:18]=[CH:17][CH:16]=1.O. The catalyst is CN(C=O)C.C(N(CC)CC)C.Cl[Pd](Cl)([P](C1C=CC=CC=1)(C1C=CC=CC=1)C1C=CC=CC=1)[P](C1C=CC=CC=1)(C1C=CC=CC=1)C1C=CC=CC=1.[Cu]I. The product is [CH2:14]([O:21][C:22]1[C:27]([CH3:28])=[CH:26][C:25]([C:29]#[C:30][C:2]2[CH:9]=[C:8]([O:10][CH3:11])[CH:7]=[C:6]([O:12][CH3:13])[C:3]=2[CH:4]=[O:5])=[CH:24][C:23]=1[CH3:31])[C:15]1[CH:20]=[CH:19][CH:18]=[CH:17][CH:16]=1. The yield is 0.720. (2) The reactants are C([Si]([C:8]#[C:9][C:10]1[C:15]([CH2:16][C:17]([O:19][CH2:20][CH3:21])=[O:18])=[CH:14][N:13]=[CH:12][N:11]=1)(CC)CC)C.C(O)(=O)C.CCCC[N+](CCCC)(CCCC)CCCC.[F-].C([O-])(O)=O.[Na+]. The catalyst is C1COCC1.C(Cl)Cl. The product is [C:9]([C:10]1[C:15]([CH2:16][C:17]([O:19][CH2:20][CH3:21])=[O:18])=[CH:14][N:13]=[CH:12][N:11]=1)#[CH:8]. The yield is 0.540. (3) The catalyst is CO.O1CCCC1. The yield is 0.637. The reactants are [Cl:1][C:2]1[N:6]([C:7]2[N:11]([CH3:12])[N:10]=[CH:9][CH:8]=2)[CH:5]=[C:4]([C:13]([O:15]C)=[O:14])[CH:3]=1.[Cl:17][C:18]1[CH:19]=[N:20][N:21]([CH3:32])[C:22]=1[N:23]1[CH:27]=[CH:26][C:25]([C:28]([O:30]C)=[O:29])=[CH:24]1.[Cl:33][C:34]1[N:35]([C:43]2[N:47]([CH3:48])[N:46]=[CH:45][CH:44]=2)[CH:36]=[CH:37][C:38]=1[C:39]([O:41]C)=[O:40].[OH-].[Na+]. The product is [Cl:1][C:2]1[N:6]([C:7]2[N:11]([CH3:12])[N:10]=[CH:9][CH:8]=2)[CH:5]=[C:4]([C:13]([OH:15])=[O:14])[CH:3]=1.[Cl:17][C:18]1[CH:19]=[N:20][N:21]([CH3:32])[C:22]=1[N:23]1[CH:27]=[CH:26][C:25]([C:28]([OH:30])=[O:29])=[CH:24]1.[Cl:33][C:34]1[N:35]([C:43]2[N:47]([CH3:48])[N:46]=[CH:45][CH:44]=2)[CH:36]=[CH:37][C:38]=1[C:39]([OH:41])=[O:40]. (4) The reactants are [F:1][C:2]1[C:7]([CH:8]=[O:9])=[C:6]([F:10])[CH:5]=[CH:4][C:3]=1[NH:11][S:12]([CH2:15][CH2:16][CH3:17])(=[O:14])=[O:13].[OH:18]OS([O-])=O.[K+]. The catalyst is CN(C)C=O. The product is [F:1][C:2]1[C:3]([NH:11][S:12]([CH2:15][CH2:16][CH3:17])(=[O:14])=[O:13])=[CH:4][CH:5]=[C:6]([F:10])[C:7]=1[C:8]([OH:18])=[O:9]. The yield is 0.910. (5) The reactants are [F:1][C:2]([F:7])([F:6])[C:3]([OH:5])=[O:4].[CH:8]1([CH:13]([N:19]2[CH:23]=[C:22]([C:24]3[C:25]4[CH:32]=[CH:31][NH:30][C:26]=4[N:27]=[CH:28][N:29]=3)[CH:21]=[N:20]2)[CH2:14][CH:15]=[C:16]([F:18])[F:17])[CH2:12][CH2:11][CH2:10][CH2:9]1. The product is [F:1][C:2]([F:7])([F:6])[C:3]([OH:5])=[O:4].[CH:8]1([CH:13]([N:19]2[CH:23]=[C:22]([C:24]3[C:25]4[CH:32]=[CH:31][NH:30][C:26]=4[N:27]=[CH:28][N:29]=3)[CH:21]=[N:20]2)[CH2:14][CH2:15][CH:16]([F:17])[F:18])[CH2:12][CH2:11][CH2:10][CH2:9]1. The yield is 0.210. The catalyst is CO.[Pd].